From a dataset of Peptide-MHC class I binding affinity with 185,985 pairs from IEDB/IMGT. Regression. Given a peptide amino acid sequence and an MHC pseudo amino acid sequence, predict their binding affinity value. This is MHC class I binding data. The peptide sequence is CSDSDGLAP. The MHC is HLA-A01:01 with pseudo-sequence HLA-A01:01. The binding affinity (normalized) is 0.0847.